Task: Binary Classification. Given a miRNA mature sequence and a target amino acid sequence, predict their likelihood of interaction.. Dataset: Experimentally validated miRNA-target interactions with 360,000+ pairs, plus equal number of negative samples (1) The miRNA is hsa-miR-6503-5p with sequence AGGUCUGCAUUCAAAUCCCCAGA. The protein sequence of the target gene is MALRGTVTDFSGFDGRADAEVLRKAMKGLGTDEDSILNLLTARSNAQRQQIAEEFKTLFGRDLVNDMKSELTGKFEKLIVALMKPSRLYDAYELKHALKGAGTDEKVLTEIIASRTPEELRAIKQAYEEEYGSNLEDDVVGDTSGYYQRMLVVLLQANRDPDTAIDDAQVELDAQALFQAGELKWGTDEEKFITILGTRSVSHLRRVFDKYMTISGFQIEETIDRETSGNLENLLLAVVKSIRSIPAYLAETLYYAMKGAGTDDHTLIRVIVSRSEIDLFNIRKEFRKNFATSLYSMIKG.... Result: 0 (no interaction). (2) The miRNA is mmu-miR-669a-3-3p with sequence ACAUAACAUACACACACAUGUAU. The protein sequence of the target gene is MATSEPAESDAVRAKEWEQLEPVQRDVYKDTKLENCSNPASMGNQDPKQDIVSVLEEEEPSSGKGKKASPSSLKKIARPKTAGTSAKLQQDDEHREEKQKSQSKLTKEVTLRKKSSNSKKSSEYGLLENKSLHSKHTPSEKKLLKSSSRGKNSNQNSDSLKKKPDTANDHRKSLSHSASDVNKDEIPTRKKCDKLPNNKLSDKGDKNQTSKKCEKVCRHSASHTKEDKIQTGEKRKSHCRTPSKPEKAPGSGKPYECNHCGKVLSHKQGLLDHQRTHTGEKPYECNECGIAFSQKSHLVV.... Result: 1 (interaction). (3) The miRNA is mmu-miR-30b-5p with sequence UGUAAACAUCCUACACUCAGCU. The protein sequence of the target gene is MAEGGQAQQQPPQLGPGAAARGMKRESEVELPVPGAGADGPEPGLSKRPRTEEAADGGMQNEPLTPGYHGFPARDGQGNQEPTTTPDAMVQPFTTIPFPPPPQNGIPTEYGVPHTQDYAGQTSEHNLTLYGSTQPHGEQSSNSPSNQNGSLTQTEGGAQTDGQQSQTQSSENSESKSTPKRLHVSNIPFRFRDPDLRQMFGQFGKILDVEIIFNERGSKGFGFVTFENSADADRAREKLHGTVVEGRKIEVNNATARVMTNKKMVTPYANGWKLSPVVGAVYGPELYAASSFQADVSLGN.... Result: 0 (no interaction). (4) The miRNA is hsa-miR-4307 with sequence AAUGUUUUUUCCUGUUUCC. The protein sequence of the target gene is MALPGDPRRLCRLVQEGRLRDLQEELAVARGCRGPAGDTLLHCAARHGRQDILAYLVEAWSMDIEATNRDYKRPLHEAASMGHRDCVRYLLGRGAVVDSLKKADWTPLMMACTRKNLDVIQDLVEHGANPLLKNKDGWNSFHIASREGHPVILRYLLTVCPDAWKTESNIRRTPLHTAAMHGCLEAVQVLLERCHYEPDCRDNCGVTPFMDAIQCGHVSIAKLLLEQHKACSSAADSMGAQALHRAAVTGQDEAIRFLVCGLGIDVDVRAKSSQLTALHYAAKEGQTNTVQTLLSLGADI.... Result: 0 (no interaction). (5) The miRNA is hsa-miR-6792-3p with sequence CUCCUCCACAGCCCCUGCUCAU. The protein sequence of the target gene is MENYEALVGFDLCNTPLSSVAQKIMSAMHSGDLVDSKTWGKSTETMEVINKSSVKYSVQLEDRKTQSPEKKDLKSLRSQTSRGSAKLSPQSFSVRLTDQLSADQKQKSISSLTLSSCLIPQYNQEASVLQKKGHKRKHFLMENINNENKGSINLKRKHITYNNLSEKTSKQMALEEDTDDAEGYLNSGNSGALKKHFCDIRHLDDWAKSQLIEMLKQAAALVITVMYTDGSTQLGADQTPVSSVRGIVVLVKRQAEGGHGCPDAPACGPVLEGFVSDDPCIYIQIEHSAIWDQEQEAHQQ.... Result: 0 (no interaction).